This data is from Hepatocyte clearance measurements from AstraZeneca. The task is: Regression/Classification. Given a drug SMILES string, predict its absorption, distribution, metabolism, or excretion properties. Task type varies by dataset: regression for continuous measurements (e.g., permeability, clearance, half-life) or binary classification for categorical outcomes (e.g., BBB penetration, CYP inhibition). For this dataset (clearance_hepatocyte_az), we predict log10(clearance) (log10 of the in vitro intrinsic clearance, CLint, in uL/min per 10^6 hepatocytes; values are censored to the assay range of 3 to 150, which is 0.477 to 2.18 on this log10 scale). (1) The compound is CN1CCN(C2=Nc3cc(Cl)ccc3Nc3ccccc32)CC1. The log10(clearance) is 2.18. (2) The molecule is CC[C@H](CO)Nc1nc(SCc2ccccc2)nc2[nH]c(=O)sc12. The log10(clearance) is 1.00. (3) The compound is Cc1nc2ncnn2c(O)c1CCOC(=O)c1ccccc1F. The log10(clearance) is 2.11. (4) The compound is NCCc1ccc(O)c2nc(O)sc12. The log10(clearance) is 2.18. (5) The compound is NS(=O)(=O)c1ccc(-n2nc(C(F)(F)F)cc2-c2ccc(C(F)(F)F)cc2)cc1. The log10(clearance) is 1.26.